Dataset: Full USPTO retrosynthesis dataset with 1.9M reactions from patents (1976-2016). Task: Predict the reactants needed to synthesize the given product. Given the product [C:1]([O:5][C:6]([N:8]1[CH2:23][C@@H:22]([CH3:24])[N:11]2[C:12]3[CH:13]=[C:14]([C:19](=[O:21])[NH:29][CH2:25][CH2:26][CH2:27][CH3:28])[CH:15]=[CH:16][C:17]=3[CH2:18][C@@H:10]2[CH2:9]1)=[O:7])([CH3:2])([CH3:4])[CH3:3], predict the reactants needed to synthesize it. The reactants are: [C:1]([O:5][C:6]([N:8]1[CH2:23][C@@H:22]([CH3:24])[N:11]2[C:12]3[CH:13]=[C:14]([C:19]([OH:21])=O)[CH:15]=[CH:16][C:17]=3[CH2:18][C@@H:10]2[CH2:9]1)=[O:7])([CH3:4])([CH3:3])[CH3:2].[CH2:25]([NH2:29])[CH2:26][CH2:27][CH3:28].C(N1CCOCC1)C.F[P-](F)(F)(F)(F)F.N1(O[P+](N(C)C)(N(C)C)N(C)C)C2C=CC=CC=2N=N1.Cl.